Dataset: Forward reaction prediction with 1.9M reactions from USPTO patents (1976-2016). Task: Predict the product of the given reaction. (1) Given the reactants [F:1][C:2]([F:11])([F:10])[C:3]1[CH:8]=[CH:7][C:6]([SH:9])=[CH:5][CH:4]=1.[CH2:12]([CH:14](CCBr)[C:15]([OH:17])=[O:16])[CH3:13], predict the reaction product. The product is: [F:11][C:2]([F:1])([F:10])[C:3]1[CH:4]=[CH:5][C:6]([S:9][CH2:13][CH2:12][CH2:14][C:15]([OH:17])=[O:16])=[CH:7][CH:8]=1. (2) Given the reactants [N+:1]([C:4]1[CH:9]=[CH:8][C:7]([C:10]2[S:11][CH:12]=[CH:13][CH:14]=2)=[CH:6][C:5]=1[NH:15][C:16](=[O:28])[C:17]1[CH:22]=[CH:21][C:20](C2NN=NN=2)=[CH:19][CH:18]=1)([O-])=O.[CH3:29]O.[C:31](OCC)(=[O:33])C, predict the reaction product. The product is: [NH2:1][C:4]1[CH:9]=[CH:8][C:7]([C:10]2[S:11][C:12]([CH3:29])=[CH:13][CH:14]=2)=[CH:6][C:5]=1[NH:15][C:16](=[O:28])[C:17]1[CH:18]=[CH:19][C:20]([O:33][CH3:31])=[CH:21][CH:22]=1. (3) Given the reactants Cl[CH2:2][CH2:3][O:4][C:5]1[C:13]2[C:8](=[N:9][CH:10]=[N:11][C:12]=2[NH:14][C:15]2[CH:20]=[CH:19][C:18]([O:21][C:22]3[CH:23]=[N:24][C:25]([CH3:28])=[CH:26][CH:27]=3)=[C:17]([Cl:29])[CH:16]=2)[NH:7][N:6]=1.[OH:30][CH:31]1[CH2:36][CH2:35][NH:34][CH2:33][CH2:32]1, predict the reaction product. The product is: [Cl:29][C:17]1[CH:16]=[C:15]([NH:14][C:12]2[N:11]=[CH:10][N:9]=[C:8]3[NH:7][N:6]=[C:5]([O:4][CH2:3][CH2:2][N:34]4[CH2:35][CH2:36][CH:31]([OH:30])[CH2:32][CH2:33]4)[C:13]=23)[CH:20]=[CH:19][C:18]=1[O:21][C:22]1[CH:23]=[N:24][C:25]([CH3:28])=[CH:26][CH:27]=1. (4) Given the reactants Cl[C:2]1[N:7]=[C:6](Cl)[C:5]([CH3:9])=[CH:4][N:3]=1.[NH:10]1[CH2:15][CH2:14][CH2:13][CH:12]([C:16]([O:18][CH2:19][CH3:20])=[O:17])[CH2:11]1.[CH3:21][O:22][C:23]1[CH:24]=[C:25]([CH:27]=[C:28]([O:32][CH3:33])[C:29]=1[O:30][CH3:31])[NH2:26], predict the reaction product. The product is: [CH3:9][C:5]1[C:6]([N:10]2[CH2:15][CH2:14][CH2:13][CH:12]([C:16]([O:18][CH2:19][CH3:20])=[O:17])[CH2:11]2)=[N:7][C:2]([NH:26][C:25]2[CH:27]=[C:28]([O:32][CH3:33])[C:29]([O:30][CH3:31])=[C:23]([O:22][CH3:21])[CH:24]=2)=[N:3][CH:4]=1. (5) The product is: [CH3:15][O:14][N:13]=[C:11]1[CH2:12][N:8]([C:6]([C:30]2[CH:29]=[CH:28][C:27]([C:22]3[CH:23]=[CH:24][CH:25]=[CH:26][C:21]=3[C:20]([F:19])([F:36])[F:37])=[CH:32][CH:31]=2)=[O:7])[C@H:9]([C:16]([O:18][CH3:38])=[O:17])[CH2:10]1. Given the reactants C(O[C:6]([N:8]1[CH2:12][C:11](=[N:13][O:14][CH3:15])[CH2:10][C@H:9]1[C:16]([OH:18])=[O:17])=[O:7])(C)(C)C.[F:19][C:20]([F:37])([F:36])[C:21]1[CH:26]=[CH:25][CH:24]=[CH:23][C:22]=1[C:27]1[CH:32]=[CH:31][C:30](C(O)=O)=[CH:29][CH:28]=1.[CH3:38]O, predict the reaction product.